Dataset: Full USPTO retrosynthesis dataset with 1.9M reactions from patents (1976-2016). Task: Predict the reactants needed to synthesize the given product. (1) Given the product [NH2:32][CH:28]1[C:29]2[C:25](=[CH:24][C:23]([C:21]([NH:20][C:4]3[C:5]([CH3:19])=[CH:6][C:7]([C:9]([F:18])([C:10]([F:11])([F:12])[F:13])[C:14]([F:15])([F:16])[F:17])=[CH:8][C:3]=3[CH2:1][CH3:2])=[O:22])=[CH:31][CH:30]=2)[CH2:26][CH2:27]1, predict the reactants needed to synthesize it. The reactants are: [CH2:1]([C:3]1[CH:8]=[C:7]([C:9]([F:18])([C:14]([F:17])([F:16])[F:15])[C:10]([F:13])([F:12])[F:11])[CH:6]=[C:5]([CH3:19])[C:4]=1[NH:20][C:21]([C:23]1[CH:24]=[C:25]2[C:29](=[CH:30][CH:31]=1)[CH:28]([NH:32]C(=O)OC(C)(C)C)[CH2:27][CH2:26]2)=[O:22])[CH3:2].FC(F)(F)C(O)=O. (2) The reactants are: Cl.[NH:2]1[CH2:6][CH2:5][CH2:4][C@@H:3]1[CH2:7][O:8][C:9]1[CH:21]=[CH:20][C:12]([O:13][C:14]2[CH:19]=[CH:18][CH:17]=[CH:16][N:15]=2)=[CH:11][CH:10]=1.[OH-].[Na+].[C:24]([O:28]C)(=[O:27])[CH:25]=[CH2:26].Cl. Given the product [N:15]1[CH:16]=[CH:17][CH:18]=[CH:19][C:14]=1[O:13][C:12]1[CH:20]=[CH:21][C:9]([O:8][CH2:7][CH:3]2[CH2:4][CH2:5][CH2:6][N:2]2[CH2:26][CH2:25][C:24]([OH:28])=[O:27])=[CH:10][CH:11]=1, predict the reactants needed to synthesize it. (3) The reactants are: [Cl:1][C:2]1[CH:7]=[C:6]([C:8]([F:11])([F:10])[F:9])[CH:5]=[CH:4][C:3]=1[OH:12].[CH2:13](O)[CH2:14][C@@H:15](O)[CH3:16].[OH:19][C:20]1[CH:25]=[CH:24][C:23]([CH:26]([C:32]#[C:33][CH3:34])[CH2:27][C:28]([O:30]C)=[O:29])=[CH:22][CH:21]=1. Given the product [Cl:1][C:2]1[CH:7]=[C:6]([C:8]([F:10])([F:11])[F:9])[CH:5]=[CH:4][C:3]=1[O:12][C@@H:14]([CH3:13])[CH2:15][CH2:16][O:19][C:20]1[CH:25]=[CH:24][C:23]([CH:26]([C:32]#[C:33][CH3:34])[CH2:27][C:28]([OH:30])=[O:29])=[CH:22][CH:21]=1, predict the reactants needed to synthesize it. (4) Given the product [ClH:24].[NH2:6][CH2:7][C:8]1[CH:9]=[C:10]([NH:14][CH2:15][CH2:16][N:17]2[CH2:22][CH2:21][O:20][CH2:19][CH2:18]2)[CH:11]=[CH:12][CH:13]=1, predict the reactants needed to synthesize it. The reactants are: C(OC(=O)[NH:6][CH2:7][C:8]1[CH:13]=[CH:12][CH:11]=[C:10]([NH:14][CH2:15][CH2:16][N:17]2[CH2:22][CH2:21][O:20][CH2:19][CH2:18]2)[CH:9]=1)(C)C.[ClH:24]. (5) The reactants are: O[C:2]1[CH:15]=[C:14](O)[CH:13]=[CH:12][C:3]=1[C:4]([C:6]1[CH:11]=[CH:10][CH:9]=[CH:8][CH:7]=1)=[O:5].C1(=O)OCCO1. Given the product [C:4]([C:6]1[CH:11]=[CH:10][CH:9]=[CH:8][CH:7]=1)(=[O:5])[C:3]1[CH:12]=[CH:13][CH:14]=[CH:15][CH:2]=1, predict the reactants needed to synthesize it.